From a dataset of Reaction yield outcomes from USPTO patents with 853,638 reactions. Predict the reaction yield, written as a fraction of the theoretical maximum amount of product (1.0 means a 100% yield; for example, 0.34 means a 34% yield). (1) The reactants are Cl[C:2]1[N:7]=[C:6](Cl)[C:5]([F:9])=[CH:4][N:3]=1.[N+:10]([C:13]1[CH:14]=[C:15]([CH:17]=[CH:18][CH:19]=1)[NH2:16])([O-:12])=[O:11]. The catalyst is CO.O. The product is [N+:10]([C:13]1[CH:14]=[C:15]([NH:16][C:2]2[N:7]=[C:6]([NH:16][C:15]3[CH:17]=[CH:18][CH:19]=[C:13]([N+:10]([O-:12])=[O:11])[CH:14]=3)[C:5]([F:9])=[CH:4][N:3]=2)[CH:17]=[CH:18][CH:19]=1)([O-:12])=[O:11]. The yield is 0.760. (2) The reactants are Br[C:2]1[CH:3]=[C:4](/[CH:9]=[CH:10]/[C:11]([O:13][CH2:14][CH3:15])=[O:12])[C:5]([Cl:8])=[N:6][CH:7]=1.[C:16]1([CH2:22][SH:23])[CH:21]=[CH:20][CH:19]=[CH:18][CH:17]=1.CCN(C(C)C)C(C)C. The catalyst is C1C=CC(/C=C/C(/C=C/C2C=CC=CC=2)=O)=CC=1.C1C=CC(/C=C/C(/C=C/C2C=CC=CC=2)=O)=CC=1.C1C=CC(/C=C/C(/C=C/C2C=CC=CC=2)=O)=CC=1.[Pd].[Pd].CC1(C)C2C(=C(P(C3C=CC=CC=3)C3C=CC=CC=3)C=CC=2)OC2C(P(C3C=CC=CC=3)C3C=CC=CC=3)=CC=CC1=2.O1CCOCC1. The product is [CH2:22]([S:23][C:2]1[CH:3]=[C:4](/[CH:9]=[CH:10]/[C:11]([O:13][CH2:14][CH3:15])=[O:12])[C:5]([Cl:8])=[N:6][CH:7]=1)[C:16]1[CH:21]=[CH:20][CH:19]=[CH:18][CH:17]=1. The yield is 1.04. (3) The reactants are [CH:1]([C:3]1[CH:8]=[CH:7][C:6]([CH:9]2[C:13]3[CH:14]=[C:15]([NH:20][C:21](=[O:27])[CH2:22][C:23]([CH3:26])([CH3:25])[CH3:24])[C:16]([CH3:19])=[C:17]([CH3:18])[C:12]=3[O:11][C:10]2([CH3:29])[CH3:28])=[CH:5][CH:4]=1)=[O:2].C1COCC1.C(OC(C)C)(C)C. No catalyst specified. The product is [OH:2][CH2:1][C:3]1[CH:4]=[CH:5][C:6]([CH:9]2[C:13]3[CH:14]=[C:15]([NH:20][C:21](=[O:27])[CH2:22][C:23]([CH3:25])([CH3:24])[CH3:26])[C:16]([CH3:19])=[C:17]([CH3:18])[C:12]=3[O:11][C:10]2([CH3:29])[CH3:28])=[CH:7][CH:8]=1. The yield is 0.800. (4) The reactants are Cl.[F:2][C:3]1[CH:8]=[C:7]([I:9])[C:6]([CH:10]([O:12]COC)[CH3:11])=[CH:5][N:4]=1.C(Cl)(Cl)Cl. The catalyst is CO.C(=O)([O-])[O-].[Na+].[Na+]. The product is [F:2][C:3]1[N:4]=[CH:5][C:6]([CH:10]([OH:12])[CH3:11])=[C:7]([I:9])[CH:8]=1. The yield is 0.870. (5) The reactants are B(O)(O)O.[OH:5][N:6]1[C:11]([CH3:13])([CH3:12])[CH2:10][CH:9]([O:14][C:15](=[O:22])[C:16]2[CH:21]=[CH:20][CH:19]=[CH:18][CH:17]=2)[CH2:8][C:7]1([CH3:24])[CH3:23].[C:25](#N)[CH3:26].OO. The catalyst is O.B(O)(O)O.C1CCCCC1. The product is [CH:26]1([O:5][N:6]2[C:11]([CH3:13])([CH3:12])[CH2:10][CH:9]([O:14][C:15](=[O:22])[C:16]3[CH:21]=[CH:20][CH:19]=[CH:18][CH:17]=3)[CH2:8][C:7]2([CH3:24])[CH3:23])[CH2:25][CH2:9][CH2:8][CH2:7][CH2:23]1. The yield is 0.680. (6) The yield is 0.600. The catalyst is C(Cl)Cl.O. The reactants are [C:1]([O:5][C:6](=[O:18])[NH:7][C:8]([CH3:17])([CH3:16])[CH2:9][CH:10](O)[CH2:11][N+:12]([O-:14])=[O:13])([CH3:4])([CH3:3])[CH3:2].C(N(CC)CC)C.CS(Cl)(=O)=O. The product is [C:1]([O:5][C:6](=[O:18])[NH:7][C:8]([CH3:17])([CH3:16])[CH2:9][CH:10]=[CH:11][N+:12]([O-:14])=[O:13])([CH3:4])([CH3:2])[CH3:3].